This data is from Reaction yield outcomes from USPTO patents with 853,638 reactions. The task is: Predict the reaction yield, written as a fraction of the theoretical maximum amount of product (1.0 means a 100% yield; for example, 0.34 means a 34% yield). (1) The reactants are [CH3:1][N:2]([C:11]1[CH:12]=[CH:13][CH:14]=[C:15]2[C:19]=1[NH:18][C:17]([C:20]1[S:21][CH:22]([CH2:25][CH:26]=O)[CH2:23][N:24]=1)=[CH:16]2)[S:3]([C:6]1[S:7][CH:8]=[CH:9][CH:10]=1)(=[O:5])=[O:4].[N:28]1[N:29]=[C:30]([NH2:33])[NH:31][CH:32]=1.C(O[BH-](OC(=O)C)OC(=O)C)(=O)C.[Na+].C(=O)([O-])O.[Na+]. The catalyst is C(O)(=O)C. The product is [CH3:1][N:2]([C:11]1[CH:12]=[CH:13][CH:14]=[C:15]2[C:19]=1[NH:18][C:17]([C:20]1[S:21][CH:22]([CH2:25][CH2:26][NH:33][C:30]3[NH:31][CH:32]=[N:28][N:29]=3)[CH2:23][N:24]=1)=[CH:16]2)[S:3]([C:6]1[S:7][CH:8]=[CH:9][CH:10]=1)(=[O:5])=[O:4]. The yield is 0.500. (2) The reactants are [CH3:1][O:2][C:3]1[CH:4]=[C:5]2[C:9](=[CH:10][CH:11]=1)[N:8]([C:12]1[CH:17]=[CH:16][C:15]([O:18][CH3:19])=[CH:14][CH:13]=1)[CH:7]=[CH:6]2.[Al](Cl)(CC)CC.[C:26](Cl)(=[O:28])[CH3:27]. The catalyst is C(Cl)Cl. The product is [CH3:1][O:2][C:3]1[CH:4]=[C:5]2[C:9](=[CH:10][CH:11]=1)[N:8]([C:12]1[CH:17]=[CH:16][C:15]([O:18][CH3:19])=[CH:14][CH:13]=1)[CH:7]=[C:6]2[C:26](=[O:28])[CH3:27]. The yield is 0.710. (3) The reactants are [C:1]([O:5][C:6]([N:8]1[CH2:13][CH2:12][CH:11]([CH2:14][CH2:15][O:16][C:17]([O:19]C2C=CC=CC=2)=O)[CH2:10][CH2:9]1)=[O:7])([CH3:4])([CH3:3])[CH3:2].[N:26]1[CH:31]=[CH:30][C:29]([N:32]2[CH2:37][CH2:36][NH:35][CH2:34][CH2:33]2)=[CH:28][CH:27]=1. No catalyst specified. The product is [N:26]1[CH:31]=[CH:30][C:29]([N:32]2[CH2:33][CH2:34][N:35]([C:17]([O:16][CH2:15][CH2:14][CH:11]3[CH2:10][CH2:9][N:8]([C:6]([O:5][C:1]([CH3:2])([CH3:3])[CH3:4])=[O:7])[CH2:13][CH2:12]3)=[O:19])[CH2:36][CH2:37]2)=[CH:28][CH:27]=1. The yield is 0.890. (4) The reactants are [CH3:1][C:2]([CH3:40])([CH3:39])[C:3]([C:5]1[C:13]2[C:8](=[N:9][CH:10]=[C:11]([C:14]3[CH:15]=[C:16]([N:20]4[CH2:24][CH2:23][C:22]([CH2:26][O:27]C(=O)C)([CH3:25])[CH2:21]4)[CH:17]=[CH:18][CH:19]=3)[N:12]=2)[N:7](COCC[Si](C)(C)C)[CH:6]=1)=[O:4].C([O-])(=O)C.CO.O. The catalyst is CCN(CC)CC. The product is [OH:27][CH2:26][C:22]1([CH3:25])[CH2:23][CH2:24][N:20]([C:16]2[CH:15]=[C:14]([C:11]3[N:12]=[C:13]4[C:5]([C:3](=[O:4])[C:2]([CH3:39])([CH3:1])[CH3:40])=[CH:6][NH:7][C:8]4=[N:9][CH:10]=3)[CH:19]=[CH:18][CH:17]=2)[CH2:21]1. The yield is 0.150. (5) The reactants are [CH3:1][C:2]1[N:3]=[C:4]([CH2:26][CH2:27][CH3:28])[N:5]([CH2:9][CH2:10][O:11][C:12]2[CH:17]=[CH:16][C:15]([CH:18]=[C:19]3[S:23][C:22](=[O:24])[NH:21][C:20]3=[O:25])=[CH:14][CH:13]=2)[C:6](=[O:8])[CH:7]=1.[H][H]. The catalyst is O1CCOCC1.[Pd]. The product is [CH3:1][C:2]1[N:3]=[C:4]([CH2:26][CH2:27][CH3:28])[N:5]([CH2:9][CH2:10][O:11][C:12]2[CH:13]=[CH:14][C:15]([CH2:18][CH:19]3[S:23][C:22](=[O:24])[NH:21][C:20]3=[O:25])=[CH:16][CH:17]=2)[C:6](=[O:8])[CH:7]=1. The yield is 0.920. (6) The reactants are [CH3:1][CH:2]1[CH2:6][CH2:5][CH2:4][N:3]1[CH2:7][CH2:8][CH2:9][O:10][C:11]1[CH:16]=[CH:15][C:14]([C:17]2[S:18][C:19]3[CH2:20][N:21]([C:26](=[O:32])[CH2:27][C:28]([O:30]C)=[O:29])[CH2:22][CH2:23][C:24]=3[N:25]=2)=[CH:13][CH:12]=1.[OH-].[K+:34]. The catalyst is O1CCCC1. The product is [CH3:1][CH:2]1[CH2:6][CH2:5][CH2:4][N:3]1[CH2:7][CH2:8][CH2:9][O:10][C:11]1[CH:16]=[CH:15][C:14]([C:17]2[S:18][C:19]3[CH2:20][N:21]([C:26](=[O:32])[CH2:27][C:28]([O-:30])=[O:29])[CH2:22][CH2:23][C:24]=3[N:25]=2)=[CH:13][CH:12]=1.[K+:34]. The yield is 0.920. (7) The reactants are [Cl:1][C:2]1[CH:7]=[CH:6][C:5]([CH2:8]Cl)=[CH:4][N:3]=1.[CH3:10][NH:11][C:12]([CH3:15])([CH3:14])[CH3:13].C(=O)([O-])[O-].[K+].[K+]. The catalyst is C(#N)C. The product is [CH3:10][N:11]([C:12]([CH3:15])([CH3:14])[CH3:13])[CH2:8][C:5]1[CH:4]=[N:3][C:2]([Cl:1])=[CH:7][CH:6]=1. The yield is 0.560. (8) The reactants are [CH3:1][NH:2][C:3](=[O:5])[CH3:4].C=O.[C:8]([OH:11])(=[O:10])[CH3:9]. No catalyst specified. The product is [C:3]([N:2]([CH2:9][C:8]([OH:11])=[O:10])[CH3:1])(=[O:5])[CH3:4]. The yield is 0.920. (9) The reactants are [C:1]([C:5]1[CH:10]=[C:9]([F:11])[CH:8]=[CH:7][C:6]=1[OH:12])([CH3:4])([CH3:3])[CH3:2].CCN(CC)CC.Cl[C:21]([O:23][CH3:24])=[O:22]. The catalyst is O1CCOCC1. The product is [C:21](=[O:22])([O:23][CH3:24])[O:12][C:6]1[CH:7]=[CH:8][C:9]([F:11])=[CH:10][C:5]=1[C:1]([CH3:4])([CH3:2])[CH3:3]. The yield is 0.590.